Task: Predict the product of the given reaction.. Dataset: Forward reaction prediction with 1.9M reactions from USPTO patents (1976-2016) (1) Given the reactants Cl.[CH3:2][C:3]([CH3:13])([CH3:12])[CH2:4][CH2:5][N:6]1[CH2:11][CH2:10][NH:9][CH2:8][CH2:7]1.C(=O)([O-])[O-].[K+].[K+].[I-].[K+].[CH2:22]([O:24][C:25](=[O:39])[C:26]1[CH:31]=[CH:30][C:29]([O:32][CH2:33][CH2:34][CH2:35][CH2:36]Br)=[C:28]([F:38])[CH:27]=1)[CH3:23], predict the reaction product. The product is: [CH2:22]([O:24][C:25](=[O:39])[C:26]1[CH:31]=[CH:30][C:29]([O:32][CH2:33][CH2:34][CH2:35][CH2:36][N:9]2[CH2:8][CH2:7][N:6]([CH2:5][CH2:4][C:3]([CH3:13])([CH3:12])[CH3:2])[CH2:11][CH2:10]2)=[C:28]([F:38])[CH:27]=1)[CH3:23]. (2) Given the reactants [F:1][C:2]1[C:7]([F:8])=[CH:6][C:5]([N:9]2[CH2:14][CH2:13][N:12]([CH2:15][CH2:16][C:17]([F:20])([F:19])[F:18])[CH2:11][CH2:10]2)=[C:4]([N+:21]([O-])=O)[CH:3]=1.Cl[Sn]Cl, predict the reaction product. The product is: [F:8][C:7]1[C:2]([F:1])=[CH:3][C:4]([NH2:21])=[C:5]([N:9]2[CH2:10][CH2:11][N:12]([CH2:15][CH2:16][C:17]([F:19])([F:20])[F:18])[CH2:13][CH2:14]2)[CH:6]=1. (3) Given the reactants [CH3:1][O:2][C:3]1[C:8]([C:9]2[N:13]3[N:14]=[C:15]([NH:18][C@@H:19]4[CH2:24][CH2:23][CH2:22][N:21](C(OC(C)(C)C)=O)[CH2:20]4)[CH:16]=[CH:17][C:12]3=[N:11][CH:10]=2)=[CH:7][CH:6]=[CH:5][N:4]=1.Cl, predict the reaction product. The product is: [CH3:1][O:2][C:3]1[C:8]([C:9]2[N:13]3[N:14]=[C:15]([NH:18][C@@H:19]4[CH2:24][CH2:23][CH2:22][NH:21][CH2:20]4)[CH:16]=[CH:17][C:12]3=[N:11][CH:10]=2)=[CH:7][CH:6]=[CH:5][N:4]=1. (4) Given the reactants [CH3:1][C:2]1[CH:7]=[CH:6][C:5]([C:8]2[CH:13]=[C:12]([S:14]([CH3:17])(=[O:16])=[O:15])[CH:11]=[C:10]([C:18]([OH:20])=O)[CH:9]=2)=[CH:4][CH:3]=1.[CH3:21][C:22]1[N:27]=[CH:26][C:25]([C@H:28]([NH2:30])[CH3:29])=[CH:24][N:23]=1.F[P-](F)(F)(F)(F)F.C[N+](C)=C(N(C)C)ON1C2N=CC=CC=2N=N1.C(N(CC)C(C)C)(C)C, predict the reaction product. The product is: [CH3:1][C:2]1[CH:3]=[CH:4][C:5]([C:8]2[CH:13]=[C:12]([S:14]([CH3:17])(=[O:15])=[O:16])[CH:11]=[C:10]([C:18]([NH:30][C@@H:28]([C:25]3[CH:24]=[N:23][C:22]([CH3:21])=[N:27][CH:26]=3)[CH3:29])=[O:20])[CH:9]=2)=[CH:6][CH:7]=1. (5) Given the reactants [Cl:1][C:2]1[CH:7]=[C:6]([CH:8]([O:10][C:11]2[CH:20]=[CH:19][C:14]3[N:15]=[C:16]([NH2:18])[S:17][C:13]=3[CH:12]=2)[CH3:9])[CH:5]=[C:4]([Cl:21])[N:3]=1.NC1SC2C=C(O)C=CC=2N=1.BrCC1C=C(Cl)N=C(Cl)C=1, predict the reaction product. The product is: [Cl:1][C:2]1[CH:7]=[C:6]([CH:8]([O:10][C:11]2[C:12]3[N:15]=[C:16]([NH2:18])[S:17][C:13]=3[CH:14]=[CH:19][CH:20]=2)[CH3:9])[CH:5]=[C:4]([Cl:21])[N:3]=1. (6) The product is: [CH3:15][C:4]1[C:1]2([CH2:2][CH2:3]2)[O:80][C@@H:79]([C:78]2[CH:81]=[CH:82][N:83]=[CH:84][C:77]=2[N+:74]([O-:76])=[O:75])[CH2:6][C:5]=1[O:7][Si:8]([CH2:9][CH3:10])([CH2:13][CH3:14])[CH2:11][CH3:12]. Given the reactants [C:1]1(=[C:4]([CH3:15])[C:5]([O:7][Si:8]([CH2:13][CH3:14])([CH2:11][CH3:12])[CH2:9][CH3:10])=[CH2:6])[CH2:3][CH2:2]1.CC(C)(C)/C(/O)=C/C(C(C(C(F)(F)F)(F)F)(F)F)=O.CC(C)(C)/C(/O)=C/C(C(C(C(F)(F)F)(F)F)(F)F)=O.CC(C)(C)/C(/O)=C/C(C(C(C(F)(F)F)(F)F)(F)F)=O.[Eu].[N+:74]([C:77]1[CH:84]=[N:83][CH:82]=[CH:81][C:78]=1[CH:79]=[O:80])([O-:76])=[O:75], predict the reaction product. (7) Given the reactants [F:1][C:2]([F:13])([F:12])[C:3]([C:5]1[CH:10]=[CH:9][C:8](F)=[CH:7][CH:6]=1)=[O:4].C(N(CC)CC)C.[CH:21]1([NH2:26])[CH2:25][CH2:24][CH2:23][CH2:22]1, predict the reaction product. The product is: [CH:21]1([NH:26][C:8]2[CH:9]=[CH:10][C:5]([C:3](=[O:4])[C:2]([F:13])([F:12])[F:1])=[CH:6][CH:7]=2)[CH2:25][CH2:24][CH2:23][CH2:22]1.